This data is from Catalyst prediction with 721,799 reactions and 888 catalyst types from USPTO. The task is: Predict which catalyst facilitates the given reaction. (1) Reactant: [N:1]1([C:6]2[CH:11]=[CH:10][C:9]([OH:12])=[CH:8][CH:7]=2)[CH:5]=[CH:4][CH:3]=[N:2]1.C1(P(C2C=CC=CC=2)C2C=CC=CC=2)C=CC=CC=1.O[CH2:33][CH2:34][NH:35][C:36](=[O:45])[O:37][CH2:38][C:39]1[CH:44]=[CH:43][CH:42]=[CH:41][CH:40]=1.N(C(N1CCCCC1)=O)=NC(N1CCCCC1)=O. Product: [CH2:38]([O:37][C:36](=[O:45])[NH:35][CH2:34][CH2:33][O:12][C:9]1[CH:10]=[CH:11][C:6]([N:1]2[CH:5]=[CH:4][CH:3]=[N:2]2)=[CH:7][CH:8]=1)[C:39]1[CH:44]=[CH:43][CH:42]=[CH:41][CH:40]=1. The catalyst class is: 207. (2) Reactant: [NH2:1][C:2]1[CH:3]=[CH:4][C:5]([N+:12]([O-:14])=[O:13])=[C:6]([C:8]([F:11])([F:10])[F:9])[CH:7]=1.CO.C1(C)C=CC(S(O)(=O)=O)=CC=1.[I:28]N1C(=O)CCC1=O. Product: [I:28][C:3]1[CH:4]=[C:5]([N+:12]([O-:14])=[O:13])[C:6]([C:8]([F:11])([F:10])[F:9])=[CH:7][C:2]=1[NH2:1]. The catalyst class is: 7. (3) Reactant: COC1C=CC(P2(SP(C3C=CC(OC)=CC=3)(=S)S2)=[S:10])=CC=1.[CH3:23][O:24][CH2:25][CH2:26][CH2:27][CH2:28][CH2:29][CH2:30][CH2:31][CH2:32][S:33][C:34]1[CH:39]=[CH:38][NH:37][C:36](=O)[C:35]=1[CH3:41]. Product: [CH3:23][O:24][CH2:25][CH2:26][CH2:27][CH2:28][CH2:29][CH2:30][CH2:31][CH2:32][S:33][C:34]1[CH:39]=[CH:38][NH:37][C:36](=[S:10])[C:35]=1[CH3:41]. The catalyst class is: 11. (4) Reactant: [Cl:1][C:2]1[CH:3]=[C:4]2[C:10]3([CH2:14][CH2:13][N:12]([C:15]([O:17][CH3:18])=[O:16])[CH2:11]3)[CH2:9][N:8]([C:19](=[O:36])[NH:20][C:21]3[S:22][C:23]([S:26][CH2:27][CH2:28][O:29]C4CCCCO4)=[CH:24][N:25]=3)[C:5]2=[CH:6][CH:7]=1.Cl.C(=O)([O-])O.[Na+]. Product: [Cl:1][C:2]1[CH:3]=[C:4]2[C:10]3([CH2:14][CH2:13][N:12]([C:15]([O:17][CH3:18])=[O:16])[CH2:11]3)[CH2:9][N:8]([C:19](=[O:36])[NH:20][C:21]3[S:22][C:23]([S:26][CH2:27][CH2:28][OH:29])=[CH:24][N:25]=3)[C:5]2=[CH:6][CH:7]=1. The catalyst class is: 83.